This data is from Forward reaction prediction with 1.9M reactions from USPTO patents (1976-2016). The task is: Predict the product of the given reaction. (1) The product is: [CH3:1][NH:2][S:3]([C:6]1[CH:32]=[CH:31][C:9]([CH2:10][NH:11][C:12]([C:14]2[C:15]3[CH:16]=[N:17][N:18]([C:24]4[CH:29]=[CH:28][C:27]([F:30])=[CH:26][CH:25]=4)[C:19]=3[CH:20]=[C:21]([S:40]([CH3:39])(=[O:42])=[O:41])[CH:22]=2)=[O:13])=[CH:8][CH:7]=1)(=[O:5])=[O:4]. Given the reactants [CH3:1][NH:2][S:3]([C:6]1[CH:32]=[CH:31][C:9]([CH2:10][NH:11][C:12]([C:14]2[C:15]3[CH:16]=[N:17][N:18]([C:24]4[CH:29]=[CH:28][C:27]([F:30])=[CH:26][CH:25]=4)[C:19]=3[CH:20]=[C:21](Br)[CH:22]=2)=[O:13])=[CH:8][CH:7]=1)(=[O:5])=[O:4].CNCCNC.[CH3:39][S:40]([O-:42])=[O:41].[Na+], predict the reaction product. (2) Given the reactants Br[C:2]1[C:7]([N:8](COC)[S:9]([C:12]2[CH:17]=[CH:16][C:15]([C:18]([CH3:21])([CH3:20])[CH3:19])=[CH:14][CH:13]=2)(=[O:11])=[O:10])=[CH:6][C:5]([Cl:25])=[CH:4][N:3]=1.CON(C)[C:29](=[O:37])[C:30]1[CH:35]=[CH:34][CH:33]=[N:32][C:31]=1[CH3:36].Cl.O1CCOCC1, predict the reaction product. The product is: [C:18]([C:15]1[CH:16]=[CH:17][C:12]([S:9]([NH:8][C:7]2[C:2]([C:29]([C:30]3[C:31]([CH3:36])=[N:32][CH:33]=[CH:34][CH:35]=3)=[O:37])=[N:3][CH:4]=[C:5]([Cl:25])[CH:6]=2)(=[O:10])=[O:11])=[CH:13][CH:14]=1)([CH3:21])([CH3:19])[CH3:20].